Dataset: Catalyst prediction with 721,799 reactions and 888 catalyst types from USPTO. Task: Predict which catalyst facilitates the given reaction. (1) Reactant: [Li+].C[Si]([N-][Si](C)(C)C)(C)C.[C:11]([C:14]1[CH:36]=[CH:35][C:17]([CH2:18][N:19]2[CH:34]=[C:22]3[C:23](=[O:33])[N:24]([CH3:32])[C:25]4[N:26]([CH2:27][C:28]([CH3:31])([CH3:30])[N:29]=4)[C:21]3=[N:20]2)=[CH:16][CH:15]=1)(=[O:13])[CH3:12].[Cl:37]C(Cl)(Cl)C(Cl)(Cl)Cl. Product: [C:11]([C:14]1[CH:36]=[CH:35][C:17]([CH2:18][N:19]2[C:34]([Cl:37])=[C:22]3[C:23](=[O:33])[N:24]([CH3:32])[C:25]4[N:26]([CH2:27][C:28]([CH3:31])([CH3:30])[N:29]=4)[C:21]3=[N:20]2)=[CH:16][CH:15]=1)(=[O:13])[CH3:12]. The catalyst class is: 76. (2) Product: [C:2]1([C:1]2[C:9]3[C:10](=[CH:18][CH:19]=[C:20]([C:22]([F:25])([F:24])[F:23])[CH:21]=3)[NH:11][C:12](=[O:17])[N:34]=2)[CH:7]=[CH:6][CH:5]=[CH:4][CH:3]=1. Reactant: [C:1]([C:9]1[CH:21]=[C:20]([C:22]([F:25])([F:24])[F:23])[CH:19]=[CH:18][C:10]=1[NH:11][C:12](=[O:17])C(Cl)(Cl)Cl)(=O)[C:2]1[CH:7]=[CH:6][CH:5]=[CH:4][CH:3]=1.CS(C)=O.C([O-])(=O)C.[NH4+:34]. The catalyst class is: 6. (3) Reactant: [Br:1][C:2]1[N:10]([CH2:11][O:12][CH2:13][CH3:14])[C:9]2[C:8](=[O:15])[NH:7][C:6](=[O:16])[N:5]([CH3:17])[C:4]=2[N:3]=1.[H-].[Na+].[C:20]([O:23][CH:24]([CH3:30])[CH2:25][CH2:26][CH2:27][CH2:28]Cl)(=[O:22])[CH3:21]. Product: [C:20]([O:23][C@H:24]([CH3:30])[CH2:25][CH2:26][CH2:27][CH2:28][N:7]1[C:8](=[O:15])[C:9]2[N:10]([CH2:11][O:12][CH2:13][CH3:14])[C:2]([Br:1])=[N:3][C:4]=2[N:5]([CH3:17])[C:6]1=[O:16])(=[O:22])[CH3:21]. The catalyst class is: 16. (4) Reactant: [CH3:1][C:2]1[CH:7]=[C:6]([N+:8]([O-])=O)[CH:5]=[CH:4][C:3]=1[O:11][C:12]1[CH:17]=[CH:16][CH:15]=[C:14]([O:18][CH2:19][CH2:20][CH:21]([CH3:23])[CH3:22])[CH:13]=1.[Cl-].[Ca+2].[Cl-].C(O)C. Product: [CH3:1][C:2]1[CH:7]=[C:6]([CH:5]=[CH:4][C:3]=1[O:11][C:12]1[CH:17]=[CH:16][CH:15]=[C:14]([O:18][CH2:19][CH2:20][CH:21]([CH3:23])[CH3:22])[CH:13]=1)[NH2:8]. The catalyst class is: 6. (5) Reactant: CC(C)([O-])C.[K+].[C:7]([CH2:9]P(=O)(OCC)OCC)#[N:8].[CH2:18]=[C:19]1[CH2:22][CH:21]([CH:23]=O)[CH2:20]1. Product: [CH2:18]=[C:19]1[CH2:22][CH:21]([CH:23]=[CH:9][C:7]#[N:8])[CH2:20]1. The catalyst class is: 7. (6) Reactant: [CH:1]([C:4]1[CH:9]=[CH:8][C:7]([CH2:10][C:11]#[N:12])=[CH:6][CH:5]=1)([CH3:3])[CH3:2].[CH3:13][Si]([N-][Si](C)(C)C)(C)C.[Li+].IC. Product: [CH:1]([C:4]1[CH:5]=[CH:6][C:7]([CH:10]([CH3:13])[C:11]#[N:12])=[CH:8][CH:9]=1)([CH3:3])[CH3:2]. The catalyst class is: 7.